From a dataset of Forward reaction prediction with 1.9M reactions from USPTO patents (1976-2016). Predict the product of the given reaction. (1) Given the reactants [Br:1][C:2]1[CH:7]=[CH:6][C:5]([NH:8][C@@H:9]([CH3:20])[CH2:10][C:11]([NH:13][C:14](=[O:19])[O:15][CH:16]([CH3:18])[CH3:17])=O)=[CH:4][CH:3]=1.[BH4-].[Na+].O.O.O.O.O.O.[Cl-].[Mg+2].[Cl-].C(O)(=O)CC(CC(O)=O)(C(O)=O)O.Cl, predict the reaction product. The product is: [Br:1][C:2]1[CH:7]=[C:6]2[C:5](=[CH:4][CH:3]=1)[NH:8][C@@H:9]([CH3:20])[CH2:10][C@H:11]2[NH:13][C:14](=[O:19])[O:15][CH:16]([CH3:18])[CH3:17]. (2) Given the reactants [C:1]([C:5]1[CH:17]=[CH:16][C:8]([O:9][CH2:10][C:11]([O:13][CH2:14][CH3:15])=[O:12])=[CH:7][CH:6]=1)(=O)[CH2:2][CH3:3].Cl.[NH2:19][OH:20].C([O-])(=O)C.[Na+], predict the reaction product. The product is: [OH:20][N:19]=[C:1]([C:5]1[CH:17]=[CH:16][C:8]([O:9][CH2:10][C:11]([O:13][CH2:14][CH3:15])=[O:12])=[CH:7][CH:6]=1)[CH2:2][CH3:3]. (3) Given the reactants ClC(Cl)(O[C:5](=[O:11])OC(Cl)(Cl)Cl)Cl.[CH2:13]([C:16]1([CH2:34][CH:35]=[CH2:36])[C:32](=[O:33])[N:19]2[CH2:20][CH2:21][NH:22][CH:23]([C:24]3[CH:29]=[CH:28][C:27]([CH3:30])=[CH:26][C:25]=3[CH3:31])[CH:18]2[CH2:17]1)[CH:14]=[CH2:15].F[C:38](F)(F)[C:39]1[CH:40]=[C:41]([CH2:49][NH:50][CH3:51])[CH:42]=[C:43]([C:45]([F:48])([F:47])[F:46])[CH:44]=1.[CH3:54]COC(C)=O, predict the reaction product. The product is: [CH2:34]([C:16]1([CH2:13][CH:14]=[CH2:15])[C:32](=[O:33])[N:19]2[CH2:20][CH2:21][N:22]([C:5]([N:50]([CH3:51])[C@@H:49]([C:41]3[CH:42]=[C:43]([C:45]([F:48])([F:47])[F:46])[CH:44]=[C:39]([CH3:38])[CH:40]=3)[CH3:54])=[O:11])[CH:23]([C:24]3[CH:29]=[CH:28][C:27]([CH3:30])=[CH:26][C:25]=3[CH3:31])[CH:18]2[CH2:17]1)[CH:35]=[CH2:36]. (4) Given the reactants [F:1][C:2]([F:20])([F:19])[C:3]1[CH:8]=[CH:7][C:6]([CH:9]2[C:18]3[C:13](=[CH:14][CH:15]=[CH:16][CH:17]=3)[CH2:12][CH2:11][NH:10]2)=[CH:5][CH:4]=1.CCN(C(C)C)C(C)C.[C:30]1([CH2:36][C:37](Cl)=[O:38])[CH:35]=[CH:34][CH:33]=[CH:32][CH:31]=1.O, predict the reaction product. The product is: [C:30]1([CH2:36][C:37]([N:10]2[CH2:11][CH2:12][C:13]3[C:18](=[CH:17][CH:16]=[CH:15][CH:14]=3)[CH:9]2[C:6]2[CH:5]=[CH:4][C:3]([C:2]([F:1])([F:19])[F:20])=[CH:8][CH:7]=2)=[O:38])[CH:35]=[CH:34][CH:33]=[CH:32][CH:31]=1. (5) Given the reactants Cl[C:2]1[CH:7]=[C:6]([C:8]2[CH:13]=[CH:12][CH:11]=[C:10]([C:14]#[C:15][C@:16]3([OH:23])[CH2:20][CH2:19][N:18]([CH3:21])[C:17]3=[O:22])[CH:9]=2)[N:5]=[C:4]([C:24]([O:26][CH2:27][CH3:28])=[O:25])[CH:3]=1.C([Sn](CCCC)(CCCC)[C:34]1[CH:39]=[N:38][CH:37]=[CH:36][N:35]=1)CCC.COC1C=CC=C(OC)C=1C1C=CC=CC=1P(C1CCCCC1)C1CCCCC1, predict the reaction product. The product is: [OH:23][C@@:16]1([C:15]#[C:14][C:10]2[CH:9]=[C:8]([C:6]3[N:5]=[C:4]([C:24]([O:26][CH2:27][CH3:28])=[O:25])[CH:3]=[C:2]([C:34]4[CH:39]=[N:38][CH:37]=[CH:36][N:35]=4)[CH:7]=3)[CH:13]=[CH:12][CH:11]=2)[CH2:20][CH2:19][N:18]([CH3:21])[C:17]1=[O:22]. (6) Given the reactants C(O[C:6]([N:8]1[CH2:12][C:11](=[CH:13][C:14]#[N:15])[CH2:10][C@H:9]1[C:16]([OH:18])=O)=[O:7])(C)(C)C.[C:19]1([C:28]2[CH:33]=[CH:32][CH:31]=[CH:30][CH:29]=2)[CH:24]=[CH:23][C:22](C(Cl)=O)=[CH:21][CH:20]=1.[CH2:34]([N:36]1[C:48]2[CH:47]=[CH:46][C:45]([NH2:49])=[CH:44][C:43]=2[C:42]2[C:37]1=[CH:38][CH:39]=[CH:40][CH:41]=2)[CH3:35], predict the reaction product. The product is: [C:28]1([C:19]2[CH:20]=[CH:21][CH:22]=[CH:23][CH:24]=2)[CH:29]=[CH:30][C:31]([C:6]([N:8]2[CH2:12][C:11](=[CH:13][C:14]#[N:15])[CH2:10][C@H:9]2[C:16]([NH:49][C:45]2[CH:46]=[CH:47][C:48]3[N:36]([CH2:34][CH3:35])[C:37]4[C:42]([C:43]=3[CH:44]=2)=[CH:41][CH:40]=[CH:39][CH:38]=4)=[O:18])=[O:7])=[CH:32][CH:33]=1. (7) Given the reactants [NH2:1][C:2]1[C:7]2[C:8]([C:11]3[CH:16]=[CH:15][C:14]([NH:17][C:18]([NH:20][C:21]4[CH:26]=[CH:25][CH:24]=[C:23]([F:27])[CH:22]=4)=[O:19])=[CH:13][CH:12]=3)=[CH:9][S:10][C:6]=2[CH:5]=[CH:4][N:3]=1.[I:28]I.[OH-].[K+], predict the reaction product. The product is: [NH2:1][C:2]1[C:7]2[C:8]([C:11]3[CH:16]=[CH:15][C:14]([NH:17][C:18]([NH:20][C:21]4[CH:26]=[CH:25][CH:24]=[C:23]([F:27])[CH:22]=4)=[O:19])=[CH:13][CH:12]=3)=[CH:9][S:10][C:6]=2[C:5]([I:28])=[CH:4][N:3]=1.